Dataset: Full USPTO retrosynthesis dataset with 1.9M reactions from patents (1976-2016). Task: Predict the reactants needed to synthesize the given product. (1) Given the product [F:10][C:7]([F:8])([F:9])[C:6]([NH:23][C:21]1[CH:20]=[CH:19][N:18]2[N:14]=[CH:15][CH:16]=[C:17]2[CH:22]=1)=[O:11], predict the reactants needed to synthesize it. The reactants are: [F:8][C:7]([F:10])([F:9])[C:6](O[C:6](=[O:11])[C:7]([F:10])([F:9])[F:8])=[O:11].[N:14]1[N:18]2[CH:19]=[CH:20][C:21]([NH2:23])=[CH:22][C:17]2=[CH:16][CH:15]=1.CCN(CC)CC. (2) Given the product [F:1][C:2]1[CH:3]=[CH:4][C:5]([CH:8]([C:15]2[CH:16]=[CH:17][CH:18]=[CH:19][CH:20]=2)[N:9]2[CH2:10][CH2:11][N:12]([C:40](=[O:41])[CH2:39][N:23]3[CH2:24][CH2:25][C:26]([C:27]4[CH:32]=[CH:31][CH:30]=[CH:29][CH:28]=4)([C:33]4[CH:38]=[CH:37][CH:36]=[CH:35][CH:34]=4)[C:22]3=[O:21])[CH2:13][CH2:14]2)=[CH:6][CH:7]=1, predict the reactants needed to synthesize it. The reactants are: [F:1][C:2]1[CH:7]=[CH:6][C:5]([CH:8]([C:15]2[CH:20]=[CH:19][CH:18]=[CH:17][CH:16]=2)[N:9]2[CH2:14][CH2:13][NH:12][CH2:11][CH2:10]2)=[CH:4][CH:3]=1.[O:21]=[C:22]1[C:26]([C:33]2[CH:38]=[CH:37][CH:36]=[CH:35][CH:34]=2)([C:27]2[CH:32]=[CH:31][CH:30]=[CH:29][CH:28]=2)[CH2:25][CH2:24][N:23]1[CH2:39][C:40](O)=[O:41].Cl.C(N=C=NCCCN(C)C)C. (3) The reactants are: C(OC(=O)[NH:7][CH2:8][CH2:9][CH2:10][N:11]([CH2:14][C:15]1[C:16]2[C:21]([CH:22]=[C:23]3[C:28]=1[CH:27]=[CH:26][CH:25]=[CH:24]3)=[CH:20][CH:19]=[CH:18][CH:17]=2)[CH2:12][CH3:13])(C)(C)C.[ClH:30]. Given the product [ClH:30].[CH:27]1[C:28]2[C:23](=[CH:22][C:21]3[C:16]([C:15]=2[CH2:14][N:11]([CH2:12][CH3:13])[CH2:10][CH2:9][CH2:8][NH2:7])=[CH:17][CH:18]=[CH:19][CH:20]=3)[CH:24]=[CH:25][CH:26]=1, predict the reactants needed to synthesize it. (4) The reactants are: C([BH3-])#N.[Na+].[C:5](#N)[CH3:6].[CH3:8][N:9]([CH3:12])[CH:10]=O.C=O.O1C[CH2:18][CH2:17][CH2:16]1. Given the product [CH3:8][N:9]([CH3:12])[C:10]1[CH:6]=[CH:5][CH:18]=[CH:17][CH:16]=1, predict the reactants needed to synthesize it. (5) Given the product [CH3:1][C:2]([N:4]1[CH2:9][CH2:8][N:7]([C:10]2[CH:11]=[CH:12][C:13]([O:16][CH2:17][C@H:18]3[O:22][C@@:21]([C:29]4[CH:30]=[CH:31][C:32]([Cl:36])=[CH:33][C:34]=4[Cl:35])([CH2:23][N:24]4[CH:28]=[N:27][CH:26]=[CH:25]4)[O:20][CH2:19]3)=[CH:14][CH:15]=2)[CH2:6][CH2:5]1)=[O:3].[CH2:42]([NH:41][C:39](=[O:40])[CH3:38])[CH2:43][CH2:44][CH2:45][CH2:46][CH2:47][CH2:48][CH2:49][CH2:50][CH2:51][CH2:52][CH2:53][CH2:54][CH2:55][CH2:56][CH3:57], predict the reactants needed to synthesize it. The reactants are: [CH3:1][C:2]([N:4]1[CH2:9][CH2:8][N:7]([C:10]2[CH:11]=[CH:12][C:13]([O:16][CH2:17][C@H:18]3[O:22][C@@:21]([C:29]4[CH:30]=[CH:31][C:32]([Cl:36])=[CH:33][C:34]=4[Cl:35])([CH2:23][N:24]4[CH:28]=[N:27][CH:26]=[CH:25]4)[O:20][CH2:19]3)=[CH:14][CH:15]=2)[CH2:6][CH2:5]1)=[O:3].Cl[CH2:38][C:39]([NH:41][CH2:42][CH2:43][CH2:44][CH2:45][CH2:46][CH2:47][CH2:48][CH2:49][CH2:50][CH2:51][CH2:52][CH2:53][CH2:54][CH2:55][CH2:56][CH3:57])=[O:40].[I-].[Na+]. (6) The reactants are: O[N:2]1[C:6]2[CH:7]=[CH:8][CH:9]=[CH:10][C:5]=2N=N1.[CH2:11]([O:18][C:19](C12CCC(C(O)=O)(CC1)CC2)=[O:20])[C:12]1[CH:17]=[CH:16][CH:15]=[CH:14][CH:13]=1.Cl.CN(C)CCCN=C=N[CH2:41][CH3:42].Cl.[F:45][C:46]1([F:53])[CH2:51][CH2:50][CH:49]([NH2:52])[CH2:48][CH2:47]1.CN(C)[CH:56]=[O:57]. Given the product [CH2:11]([O:18][C:19]([NH:2][C:6]12[CH2:42][CH2:41][C:9]([C:56]([NH:52][CH:49]3[CH2:50][CH2:51][C:46]([F:53])([F:45])[CH2:47][CH2:48]3)=[O:57])([CH2:8][CH2:7]1)[CH2:10][CH2:5]2)=[O:20])[C:12]1[CH:17]=[CH:16][CH:15]=[CH:14][CH:13]=1, predict the reactants needed to synthesize it. (7) Given the product [CH3:1][O:2][CH2:3][CH2:4][O:5][C:6]1[CH:11]=[CH:10][C:9]([NH:12][C:13]2[C:18]([NH2:19])=[CH:17][N:16]=[C:15]([NH:22][C:23]3[CH:24]=[N:25][N:26]([CH:28]4[CH2:33][CH2:32][N:31]([CH3:34])[CH2:30][CH2:29]4)[CH:27]=3)[N:14]=2)=[CH:8][CH:7]=1, predict the reactants needed to synthesize it. The reactants are: [CH3:1][O:2][CH2:3][CH2:4][O:5][C:6]1[CH:11]=[CH:10][C:9]([NH:12][C:13]2[C:18]([N+:19]([O-])=O)=[CH:17][N:16]=[C:15]([NH:22][C:23]3[CH:24]=[N:25][N:26]([CH:28]4[CH2:33][CH2:32][N:31]([CH3:34])[CH2:30][CH2:29]4)[CH:27]=3)[N:14]=2)=[CH:8][CH:7]=1. (8) Given the product [CH:4]([C:27]1[C:26]2[C:21](=[CH:22][CH:23]=[C:24]([O:28][CH3:29])[CH:25]=2)[NH:20][C:19]=1[C:17]([NH:16][C:13]([CH3:15])([CH3:14])[CH2:12][OH:11])=[O:18])=[O:5], predict the reactants needed to synthesize it. The reactants are: CN([CH:4]=[O:5])C.P(Cl)(Cl)(Cl)=O.[OH:11][CH2:12][C:13]([NH:16][C:17]([C:19]1[NH:20][C:21]2[C:26]([CH:27]=1)=[CH:25][C:24]([O:28][CH3:29])=[CH:23][CH:22]=2)=[O:18])([CH3:15])[CH3:14].[OH-].[Na+]. (9) Given the product [N:1]1([C:5]([C:7]2[CH:40]=[CH:39][C:10]([O:11][C:12]3[CH:13]=[C:14]([CH:24]=[C:25]([O:27][C@@H:28]([CH3:38])[CH2:29][OH:30])[CH:26]=3)[C:15]([NH:17][C:18]3[CH:23]=[N:22][CH:21]=[CH:20][N:19]=3)=[O:16])=[C:9]([Cl:41])[CH:8]=2)=[O:6])[CH2:4][CH2:3][CH2:2]1, predict the reactants needed to synthesize it. The reactants are: [N:1]1([C:5]([C:7]2[CH:40]=[CH:39][C:10]([O:11][C:12]3[CH:13]=[C:14]([CH:24]=[C:25]([O:27][C@@H:28]([CH3:38])[CH2:29][O:30][Si](C(C)(C)C)(C)C)[CH:26]=3)[C:15]([NH:17][C:18]3[CH:23]=[N:22][CH:21]=[CH:20][N:19]=3)=[O:16])=[C:9]([Cl:41])[CH:8]=2)=[O:6])[CH2:4][CH2:3][CH2:2]1.C(=O)(O)[O-].[Na+]. (10) Given the product [CH2:37]([O:41][C:42]1[N:50]=[C:49]2[C:45]([N:46]=[C:47]([O:58][CH3:59])[N:48]2[CH2:51][CH2:52][CH2:53][CH2:54][CH2:55][CH2:56][N:68]2[CH2:69][CH2:70][N:65]([C:62]([CH3:64])([CH3:63])[CH3:61])[CH2:66][CH2:67]2)=[C:44]([NH2:60])[N:43]=1)[CH2:38][CH2:39][CH3:40], predict the reactants needed to synthesize it. The reactants are: NC1N=C(OCCCC)N=C2C=1N=C(OC)N2CCCCCCN1CCN(C(OC(C)(C)C)=O)CC1.[CH2:37]([O:41][C:42]1[N:50]=[C:49]2[C:45]([N:46]=[C:47]([O:58][CH3:59])[N:48]2[CH2:51][CH2:52][CH2:53][CH2:54][CH2:55][CH2:56]Cl)=[C:44]([NH2:60])[N:43]=1)[CH2:38][CH2:39][CH3:40].[CH3:61][C:62]([N:65]1[CH2:70][CH2:69][NH:68][CH2:67][CH2:66]1)([CH3:64])[CH3:63].